Dataset: Forward reaction prediction with 1.9M reactions from USPTO patents (1976-2016). Task: Predict the product of the given reaction. (1) Given the reactants [F:1][C:2]1[CH:9]=[C:8]([F:10])[C:7]([N+:11]([O-:13])=[O:12])=[CH:6][C:3]=1[CH:4]=[O:5].[BH4-].[Na+].Cl, predict the reaction product. The product is: [F:1][C:2]1[CH:9]=[C:8]([F:10])[C:7]([N+:11]([O-:13])=[O:12])=[CH:6][C:3]=1[CH2:4][OH:5]. (2) Given the reactants [Si]([O:8][C:9]1[C:10]([F:22])=[C:11](B(O)O)[CH:12]=[CH:13][C:14]=1[CH:15]1[CH2:18][CH2:17][CH2:16]1)(C(C)(C)C)(C)C.[NH2:23][C:24]1[CH:29]=[N:28][C:27](Br)=[CH:26][N:25]=1.C(=O)([O-])[O-].[K+].[K+].C(Cl)Cl, predict the reaction product. The product is: [NH2:23][C:24]1[N:25]=[CH:26][C:27]([C:11]2[C:10]([F:22])=[C:9]([OH:8])[C:14]([CH:15]3[CH2:16][CH2:17][CH2:18]3)=[CH:13][CH:12]=2)=[N:28][CH:29]=1. (3) Given the reactants [NH2:1][C:2]1[CH:7]=[CH:6][C:5]([CH2:8][C:9]([OH:11])=[O:10])=[CH:4][CH:3]=1.[C:12](OC(=O)C)(=[O:14])[CH3:13].O, predict the reaction product. The product is: [C:12]([NH:1][C:2]1[CH:3]=[CH:4][C:5]([CH2:8][C:9]([OH:11])=[O:10])=[CH:6][CH:7]=1)(=[O:14])[CH3:13]. (4) The product is: [CH:28]([O:27][C:12]1[C:11]2[N:10]=[CH:9][CH:8]=[CH:7][C:6]=2[C:5]([C:3]([OH:4])=[O:2])=[C:14]2[CH2:15][N:16]([CH2:19][C:20]3[CH:25]=[CH:24][C:23]([F:26])=[CH:22][CH:21]=3)[C:17](=[O:18])[C:13]=12)([C:35]1[CH:36]=[CH:37][CH:38]=[CH:39][CH:40]=1)[C:29]1[CH:34]=[CH:33][CH:32]=[CH:31][CH:30]=1. Given the reactants C[O:2][C:3]([C:5]1[C:6]2[CH:7]=[CH:8][CH:9]=[N:10][C:11]=2[C:12]([O:27][CH:28]([C:35]2[CH:40]=[CH:39][CH:38]=[CH:37][CH:36]=2)[C:29]2[CH:34]=[CH:33][CH:32]=[CH:31][CH:30]=2)=[C:13]2[C:17](=[O:18])[N:16]([CH2:19][C:20]3[CH:25]=[CH:24][C:23]([F:26])=[CH:22][CH:21]=3)[CH2:15][C:14]=12)=[O:4].C1COCC1.CO.[Li+].[OH-], predict the reaction product.